Dataset: Full USPTO retrosynthesis dataset with 1.9M reactions from patents (1976-2016). Task: Predict the reactants needed to synthesize the given product. (1) Given the product [CH3:27][C:26]1[C:25]2[CH:24]=[CH:23][C:18]([C:19]([O:21][CH3:22])=[O:20])=[CH:17][C:16]=2[O:15][N:28]=1, predict the reactants needed to synthesize it. The reactants are: C1C(=O)N(Cl)C(=O)C1.C(=O)([O-])[O-].[K+].[K+].[OH:15][C:16]1[CH:17]=[C:18]([CH:23]=[CH:24][C:25]=1[C:26](=[NH:28])[CH3:27])[C:19]([O:21][CH3:22])=[O:20]. (2) Given the product [CH3:11][O:3][C:4]1[CH:5]=[CH:6][C:7]([CH3:10])=[N:8][CH:9]=1, predict the reactants needed to synthesize it. The reactants are: [OH-].[K+].[OH:3][C:4]1[CH:5]=[CH:6][C:7]([CH3:10])=[N:8][CH:9]=1.[CH3:11]I.O.